This data is from Peptide-MHC class II binding affinity with 134,281 pairs from IEDB. The task is: Regression. Given a peptide amino acid sequence and an MHC pseudo amino acid sequence, predict their binding affinity value. This is MHC class II binding data. (1) The peptide sequence is GVFHELPSLCRVNNS. The MHC is DRB1_0405 with pseudo-sequence DRB1_0405. The binding affinity (normalized) is 0.574. (2) The peptide sequence is EEFVVEFDLPGIK. The binding affinity (normalized) is 0.686. The MHC is DRB1_0404 with pseudo-sequence DRB1_0404. (3) The peptide sequence is ELVIGAVIIRGHLRM. The MHC is DRB1_0101 with pseudo-sequence DRB1_0101. The binding affinity (normalized) is 0.778. (4) The peptide sequence is LLTWIKMLAAKNLPI. The MHC is DRB1_0901 with pseudo-sequence DRB1_0901. The binding affinity (normalized) is 0.657. (5) The peptide sequence is MTLKGTSYKICTDKM. The MHC is HLA-DQA10501-DQB10302 with pseudo-sequence HLA-DQA10501-DQB10302. The binding affinity (normalized) is 0.276. (6) The peptide sequence is ELKESWGAIWRIDTP. The MHC is HLA-DPA10301-DPB10402 with pseudo-sequence HLA-DPA10301-DPB10402. The binding affinity (normalized) is 0.0446. (7) The peptide sequence is KSSKPLVGPFNFRFMSKGGM. The MHC is DRB3_0202 with pseudo-sequence DRB3_0202. The binding affinity (normalized) is 0.283.